This data is from Forward reaction prediction with 1.9M reactions from USPTO patents (1976-2016). The task is: Predict the product of the given reaction. Given the reactants [Cl:1][C:2]1[N:6]([CH3:7])[N:5]=[C:4]([C:8]2[CH:13]=[CH:12][C:11]([O:14][CH3:15])=[C:10]([CH3:16])[CH:9]=2)[C:3]=1[CH:17]=O.FC(F)(F)C(O)=O.C([SiH](CC)CC)C, predict the reaction product. The product is: [Cl:1][C:2]1[N:6]([CH3:7])[N:5]=[C:4]([C:8]2[CH:13]=[CH:12][C:11]([O:14][CH3:15])=[C:10]([CH3:16])[CH:9]=2)[C:3]=1[CH3:17].